This data is from Forward reaction prediction with 1.9M reactions from USPTO patents (1976-2016). The task is: Predict the product of the given reaction. (1) Given the reactants [C:1]1([CH2:7][O:8][C:9](=[O:18])[NH:10][C:11]2[CH:16]=[CH:15][C:14](I)=[CH:13][CH:12]=2)[CH:6]=[CH:5][CH:4]=[CH:3][CH:2]=1.C(N(CC)CC)C.[CH3:26][C:27]1([CH3:34])[C:31]([CH3:33])([CH3:32])[O:30][BH:29][O:28]1.O, predict the reaction product. The product is: [C:1]1([CH2:7][O:8][C:9](=[O:18])[NH:10][C:11]2[CH:16]=[CH:15][C:14]([B:29]3[O:30][C:31]([CH3:33])([CH3:32])[C:27]([CH3:34])([CH3:26])[O:28]3)=[CH:13][CH:12]=2)[CH:6]=[CH:5][CH:4]=[CH:3][CH:2]=1. (2) Given the reactants [CH:1]1([C:7]2[C:8]3[CH:9]=[CH:10][C:11]([C:27]([O:29][CH3:30])=[O:28])=[CH:12][C:13]=3[N:14]3[C:20]=2[C:19]2[CH:21]=[CH:22][CH:23]=[CH:24][C:18]=2[O:17][CH:16]([CH:25]=O)[CH2:15]3)[CH2:6][CH2:5][CH2:4][CH2:3][CH2:2]1.CNCCNC.CC(O)=O.[BH3-]C#N.[Na+].[CH3:45][N:46]([CH2:54][CH2:55][NH:56][CH3:57])[C:47](=[O:53])[O:48][C:49]([CH3:52])([CH3:51])[CH3:50], predict the reaction product. The product is: [C:49]([O:48][C:47]([N:46]([CH3:45])[CH2:54][CH2:55][N:56]([CH2:25][CH:16]1[CH2:15][N:14]2[C:13]3[CH:12]=[C:11]([C:27]([O:29][CH3:30])=[O:28])[CH:10]=[CH:9][C:8]=3[C:7]([CH:1]3[CH2:2][CH2:3][CH2:4][CH2:5][CH2:6]3)=[C:20]2[C:19]2[CH:21]=[CH:22][CH:23]=[CH:24][C:18]=2[O:17]1)[CH3:57])=[O:53])([CH3:52])([CH3:51])[CH3:50]. (3) Given the reactants O.[NH2:2][NH2:3].[N+:4]([C:7]1[CH:16]=[CH:15][CH:14]=[C:9]([C:10](OC)=[O:11])[C:8]=1[OH:17])([O-:6])=[O:5].[OH-].[Na+], predict the reaction product. The product is: [OH:17][C:8]1[C:7]([N+:4]([O-:6])=[O:5])=[CH:16][CH:15]=[CH:14][C:9]=1[C:10]([NH:2][NH2:3])=[O:11].